Task: Predict the product of the given reaction.. Dataset: Forward reaction prediction with 1.9M reactions from USPTO patents (1976-2016) (1) Given the reactants [CH3:1][C:2]1[CH:7]=[CH:6][N:5]=[C:4]([NH:8][C:9]2[CH:14]=[C:13]([C:15]3[N:16]=[N:17][N:18]([CH2:20][C:21]([CH3:23])=[CH2:22])[CH:19]=3)[CH:12]=[C:11]([CH3:24])[CH:10]=2)[N:3]=1.C[N+]1([O-])CC[O:29]CC1.C1COCC1.[OH2:38], predict the reaction product. The product is: [CH3:22][C:21]([OH:29])([CH2:20][N:18]1[CH:19]=[C:15]([C:13]2[CH:14]=[C:9]([NH:8][C:4]3[N:3]=[C:2]([CH3:1])[CH:7]=[CH:6][N:5]=3)[CH:10]=[C:11]([CH3:24])[CH:12]=2)[N:16]=[N:17]1)[CH2:23][OH:38]. (2) The product is: [CH3:1][O:2][C:3]1[CH:8]=[CH:7][C:6]([CH:9]([NH:18][C:19]2[N:27]=[C:26]([NH:42][NH2:43])[N:25]=[C:24]3[C:20]=2[N:21]=[CH:22][N:23]3[C@@H:29]2[CH2:33][C@H:32]([NH:34][C:35](=[O:38])[CH2:36][CH3:37])[C@@H:31]([OH:39])[C@H:30]2[OH:40])[C:10]2[CH:15]=[CH:14][C:13]([O:16][CH3:17])=[CH:12][CH:11]=2)=[CH:5][CH:4]=1. Given the reactants [CH3:1][O:2][C:3]1[CH:8]=[CH:7][C:6]([CH:9]([NH:18][C:19]2[N:27]=[C:26](Cl)[N:25]=[C:24]3[C:20]=2[N:21]=[CH:22][N:23]3[C@@H:29]2[CH2:33][C@H:32]([NH:34][C:35](=[O:38])[CH2:36][CH3:37])[C@@H:31]([OH:39])[C@H:30]2[OH:40])[C:10]2[CH:15]=[CH:14][C:13]([O:16][CH3:17])=[CH:12][CH:11]=2)=[CH:5][CH:4]=1.O.[NH2:42][NH2:43].C(O)(C)C, predict the reaction product. (3) Given the reactants C(O[C@@H:5]1[O:27][C@H:26]([CH2:28][O:29]C(=O)C2C=CC=CC=2)[C@@H:16]([O:17]C(=O)C2C=CC=CC=2)[C@H:6]1[O:7]C(=O)C1C=CC=CC=1)(=O)C.[OH:38][C:39]1[CH:48]=[CH:47][CH:46]=[C:45]2[C:40]=1[CH2:41][CH2:42][CH2:43][C:44]2=[O:49].B(F)(F)F, predict the reaction product. The product is: [O:38]([C:39]1[CH:48]=[CH:47][CH:46]=[C:45]2[C:40]=1[CH2:41][CH2:42][CH2:43][C:44]2=[O:49])[C@@H:5]1[O:27][C@H:26]([CH2:28][OH:29])[C@@H:16]([OH:17])[C@H:6]1[OH:7]. (4) Given the reactants [C:1]([O:5][C:6](=[O:43])[CH2:7][CH:8]1[CH2:13][CH:12]([CH:14]=[CH:15][C:16]2[N:17]([C:34]3[CH:39]=[CH:38][C:37]([F:40])=[CH:36][CH:35]=3)[N:18]=[C:19]([C:24](=[O:33])[NH:25][CH2:26][C:27]3[CH:32]=[CH:31][CH:30]=[CH:29][CH:28]=3)[C:20]=2[CH:21]([CH3:23])[CH3:22])[O:11]C(C)(C)[O:9]1)([CH3:4])([CH3:3])[CH3:2].Cl.CCOC(C)=O.C(OC(=O)CC(O)CC(O)C=CC1N(C2C=CC(F)=CC=2)N=C(C(=O)NCC2C=CC=CC=2)C=1C(C)C)(C)(C)C, predict the reaction product. The product is: [C:1]([O:5][C:6](=[O:43])[CH2:7][C@H:8]([OH:9])[CH2:13][C@H:12]([OH:11])[CH2:14][CH2:15][C:16]1[N:17]([C:34]2[CH:39]=[CH:38][C:37]([F:40])=[CH:36][CH:35]=2)[N:18]=[C:19]([C:24](=[O:33])[NH:25][CH2:26][C:27]2[CH:28]=[CH:29][CH:30]=[CH:31][CH:32]=2)[C:20]=1[CH:21]([CH3:23])[CH3:22])([CH3:3])([CH3:4])[CH3:2]. (5) Given the reactants [NH:1]([C:13]([O:15][CH2:16][C:17]1[CH:22]=[CH:21][CH:20]=[CH:19][CH:18]=1)=[O:14])[C@@H:2]([C:10]([OH:12])=O)[CH2:3][CH2:4][CH2:5][NH:6][C:7](=[NH:9])[NH2:8].[NH2:23][CH2:24][C:25]([NH:27][C@H:28]([C:36]([NH:38][C:39]1[CH:47]=[CH:46][C:42]([N+:43]([O-:45])=[O:44])=[CH:41][CH:40]=1)=[O:37])[CH2:29][CH2:30][CH2:31][NH:32][C:33](=[NH:35])[NH2:34])=[O:26].[ClH:48].C1C=CC2N(O)N=NC=2C=1.C1CCC(N=C=NC2CCCCC2)CC1, predict the reaction product. The product is: [NH:1]([C:13]([O:15][CH2:16][C:17]1[CH:22]=[CH:21][CH:20]=[CH:19][CH:18]=1)=[O:14])[C@@H:2]([C:10]([NH:23][CH2:24][C:25]([NH:27][C@H:28]([C:36]([NH:38][C:39]1[CH:40]=[CH:41][C:42]([N+:43]([O-:45])=[O:44])=[CH:46][CH:47]=1)=[O:37])[CH2:29][CH2:30][CH2:31][NH:32][C:33](=[NH:34])[NH2:35])=[O:26])=[O:12])[CH2:3][CH2:4][CH2:5][NH:6][C:7](=[NH:9])[NH2:8].[ClH:48].[ClH:48].